From a dataset of Full USPTO retrosynthesis dataset with 1.9M reactions from patents (1976-2016). Predict the reactants needed to synthesize the given product. (1) Given the product [ClH:31].[F:30][C:2]([F:1])([F:29])[CH2:3][C:4]1[C:5]([CH2:20][NH2:21])=[CH:6][C:7]([C:10]2[CH:15]=[N:14][C:13]([C:16]([F:18])([F:19])[F:17])=[N:12][CH:11]=2)=[N:8][CH:9]=1, predict the reactants needed to synthesize it. The reactants are: [F:1][C:2]([F:30])([F:29])[CH2:3][C:4]1[C:5]([CH2:20][NH:21]C(=O)OC(C)(C)C)=[CH:6][C:7]([C:10]2[CH:11]=[N:12][C:13]([C:16]([F:19])([F:18])[F:17])=[N:14][CH:15]=2)=[N:8][CH:9]=1.[ClH:31]. (2) The reactants are: [NH2:1][C@H:2]1[C:6]2([CH2:8][CH2:7]2)[CH2:5][N:4]([C:9]2[C:18]([O:19][CH3:20])=[C:17]3[C:12]([C:13](=[O:28])[C:14]([C:25]([OH:27])=[O:26])=[CH:15][N:16]3[C@@H:21]3[CH2:23][C@@H:22]3[F:24])=[CH:11][C:10]=2[F:29])[CH2:3]1.[ClH:30]. Given the product [OH2:19].[ClH:30].[NH2:1][C@H:2]1[C:6]2([CH2:7][CH2:8]2)[CH2:5][N:4]([C:9]2[C:18]([O:19][CH3:20])=[C:17]3[C:12]([C:13](=[O:28])[C:14]([C:25]([OH:27])=[O:26])=[CH:15][N:16]3[C@@H:21]3[CH2:23][C@@H:22]3[F:24])=[CH:11][C:10]=2[F:29])[CH2:3]1, predict the reactants needed to synthesize it. (3) Given the product [CH:8]([CH:7]1[NH:6][C:4](=[O:5])[CH2:3][NH:2][C:12]1=[O:14])([CH2:10][CH3:11])[CH3:9], predict the reactants needed to synthesize it. The reactants are: Cl.[NH2:2][CH2:3][C:4]([NH:6][C@H:7]([C:12]([O:14]C)=O)[C@H:8]([CH2:10][CH3:11])[CH3:9])=[O:5].C(N(CC)CC)C.